From a dataset of Full USPTO retrosynthesis dataset with 1.9M reactions from patents (1976-2016). Predict the reactants needed to synthesize the given product. (1) The reactants are: [CH2:1]([O:8][C:9]1[CH:13]=[C:12]([C:14]([F:17])([F:16])[F:15])[S:11][C:10]=1C(O)=O)[C:2]1[CH:7]=[CH:6][CH:5]=[CH:4][CH:3]=1. Given the product [CH2:1]([O:8][C:9]1[CH:13]=[C:12]([C:14]([F:17])([F:15])[F:16])[S:11][CH:10]=1)[C:2]1[CH:3]=[CH:4][CH:5]=[CH:6][CH:7]=1, predict the reactants needed to synthesize it. (2) The reactants are: [Br:1][C:2]1[CH:3]=[CH:4][C:5]([CH3:11])=[C:6]([CH:10]=1)[C:7](O)=[O:8].[CH:12]([N:15](CC)C(C)C)(C)C.CN.O1CCCC1.CCCP1(OP(CCC)(=O)OP(CCC)(=O)O1)=O.C(OCC)(=O)C. Given the product [Br:1][C:2]1[CH:3]=[CH:4][C:5]([CH3:11])=[C:6]([CH:10]=1)[C:7]([NH:15][CH3:12])=[O:8], predict the reactants needed to synthesize it. (3) Given the product [O:24]1[C:28]2[CH:29]=[CH:30][C:31]([N:33]3[C:37](=[O:38])[C:36](=[N:20][NH:2][C:3]4[C:4]([OH:19])=[C:5]([C:10]5[CH:15]=[CH:14][CH:13]=[C:12]([C:16]([OH:18])=[O:17])[CH:11]=5)[CH:6]=[C:7]([CH3:9])[CH:8]=4)[C:35]([CH3:39])=[N:34]3)=[CH:32][C:27]=2[CH2:26][CH2:25]1, predict the reactants needed to synthesize it. The reactants are: Cl.[NH2:2][C:3]1[C:4]([OH:19])=[C:5]([C:10]2[CH:15]=[CH:14][CH:13]=[C:12]([C:16]([OH:18])=[O:17])[CH:11]=2)[CH:6]=[C:7]([CH3:9])[CH:8]=1.[N:20]([O-])=O.[Na+].[O:24]1[C:28]2[CH:29]=[CH:30][C:31]([N:33]3[C:37](=[O:38])[CH2:36][C:35]([CH3:39])=[N:34]3)=[CH:32][C:27]=2[CH2:26][CH2:25]1.C(=O)(O)[O-].[Na+]. (4) Given the product [F:14][C:15]1[C:20]([NH:21][C:11]([C:9]2[CH:10]=[C:5]3[CH:4]=[CH:3][N:2]([CH3:1])[C:6]3=[N:7][CH:8]=2)=[O:13])=[CH:19][CH:18]=[C:17]([F:22])[N:16]=1, predict the reactants needed to synthesize it. The reactants are: [CH3:1][N:2]1[C:6]2=[N:7][CH:8]=[C:9]([C:11]([OH:13])=O)[CH:10]=[C:5]2[CH:4]=[CH:3]1.[F:14][C:15]1[C:20]([NH2:21])=[CH:19][CH:18]=[C:17]([F:22])[N:16]=1.O.